Task: Predict the reaction yield, written as a fraction of the theoretical maximum amount of product (1.0 means a 100% yield; for example, 0.34 means a 34% yield).. Dataset: Reaction yield outcomes from USPTO patents with 853,638 reactions The reactants are [Cl:1][C:2]1[CH:7]=[C:6]([O:8][CH3:9])[C:5]([Cl:10])=[CH:4][C:3]=1[CH:11](C(OCC)=O)[C:12]([O:14]CC)=[O:13].[OH-].[Na+]. The catalyst is C1COCC1.CCO. The product is [Cl:1][C:2]1[CH:7]=[C:6]([O:8][CH3:9])[C:5]([Cl:10])=[CH:4][C:3]=1[CH2:11][C:12]([OH:14])=[O:13]. The yield is 0.607.